Dataset: Full USPTO retrosynthesis dataset with 1.9M reactions from patents (1976-2016). Task: Predict the reactants needed to synthesize the given product. Given the product [Cl:1][C:2]1[C:7]([N+:23]([O-:25])=[O:24])=[C:6]([CH3:8])[CH:5]=[C:4]([Cl:9])[N:3]=1, predict the reactants needed to synthesize it. The reactants are: [Cl:1][C:2]1[CH:7]=[C:6]([CH3:8])[CH:5]=[C:4]([Cl:9])[N:3]=1.C(OC(C(F)(F)F)=O)(C(F)(F)F)=O.[N+:23]([O-])([OH:25])=[O:24].S(S([O-])=O)([O-])(=O)=O.[Na+].[Na+].[OH-].[Na+].